From a dataset of Reaction yield outcomes from USPTO patents with 853,638 reactions. Predict the reaction yield, written as a fraction of the theoretical maximum amount of product (1.0 means a 100% yield; for example, 0.34 means a 34% yield). The reactants are [Br:1][C:2]1[C:14](=[O:15])[N:13]([CH:16]2[CH2:20][CH2:19][CH2:18][CH2:17]2)[C:5]2[N:6]=[C:7](S(C)=O)[N:8]=[CH:9][C:4]=2[C:3]=1[CH3:21].[CH3:22][CH:23]1[O:28][CH:27]([CH3:29])[CH2:26][N:25]([C:30]2[CH:31]=[CH:32][C:33]([NH2:36])=[N:34][CH:35]=2)[CH2:24]1. The catalyst is C1(C)C=CC=CC=1. The product is [Br:1][C:2]1[C:14](=[O:15])[N:13]([CH:16]2[CH2:20][CH2:19][CH2:18][CH2:17]2)[C:5]2[N:6]=[C:7]([NH:36][C:33]3[CH:32]=[CH:31][C:30]([N:25]4[CH2:26][CH:27]([CH3:29])[O:28][CH:23]([CH3:22])[CH2:24]4)=[CH:35][N:34]=3)[N:8]=[CH:9][C:4]=2[C:3]=1[CH3:21]. The yield is 0.273.